This data is from Full USPTO retrosynthesis dataset with 1.9M reactions from patents (1976-2016). The task is: Predict the reactants needed to synthesize the given product. (1) Given the product [Cl:1][C:2]1[N:3]=[CH:4][CH:5]=[C:6]2[CH:10]=[CH:9][N:8]([CH3:15])[C:7]=12, predict the reactants needed to synthesize it. The reactants are: [Cl:1][C:2]1[N:3]=[CH:4][CH:5]=[C:6]2[CH:10]=[CH:9][NH:8][C:7]=12.[H-].[Na+].CI.[C:15](O)(=O)C. (2) Given the product [CH2:1]1[O:9][C:8]2[CH:7]=[CH:6][C:5]([CH2:10][CH2:11][CH:12]=[O:13])=[CH:4][C:3]=2[O:2]1, predict the reactants needed to synthesize it. The reactants are: [CH2:1]1[O:9][C:8]2[CH:7]=[CH:6][C:5]([CH2:10][CH2:11][CH2:12][OH:13])=[CH:4][C:3]=2[O:2]1.C1C=C[NH+]=CC=1.[O-][Cr](Cl)(=O)=O. (3) Given the product [C:1]([C:4]1[CH:5]=[C:6]([CH:10]=[CH:11][CH:12]=1)[C:7]([NH:13][CH2:14][C:15]1[CH:20]=[CH:19][CH:18]=[C:17]([C:21]2[CH:22]=[CH:23][CH:24]=[C:25]([CH2:27][N:28]3[CH2:33][CH2:32][NH:31][C@@H:30]([CH3:41])[CH2:29]3)[N:26]=2)[CH:16]=1)=[O:9])(=[O:3])[CH3:2], predict the reactants needed to synthesize it. The reactants are: [C:1]([C:4]1[CH:5]=[C:6]([CH:10]=[CH:11][CH:12]=1)[C:7]([OH:9])=O)(=[O:3])[CH3:2].[NH2:13][CH2:14][C:15]1[CH:16]=[C:17]([C:21]2[N:26]=[C:25]([CH2:27][N:28]3[CH2:33][CH2:32][N:31](C(OC(C)(C)C)=O)[C@@H:30]([CH3:41])[CH2:29]3)[CH:24]=[CH:23][CH:22]=2)[CH:18]=[CH:19][CH:20]=1.C(Cl)CCl.C1C=CC2N(O)N=NC=2C=1.C([O-])([O-])=O.[Na+].[Na+].C(O)(C(F)(F)F)=O.